Dataset: Catalyst prediction with 721,799 reactions and 888 catalyst types from USPTO. Task: Predict which catalyst facilitates the given reaction. (1) Reactant: C([O:5][C:6](=[O:44])[C:7]1[CH:12]=[CH:11][C:10]([NH:13][C:14]([C@H:16]2[C@H:20]([C:21]3[CH:26]=[CH:25][CH:24]=[C:23]([Cl:27])[C:22]=3[F:28])[C@:19]([C:31]3[CH:36]=[CH:35][C:34]([Cl:37])=[CH:33][C:32]=3[F:38])([C:29]#[N:30])[C@H:18]([CH2:39][C:40]([CH3:43])([CH3:42])[CH3:41])[NH:17]2)=[O:15])=[CH:9][CH:8]=1)(C)(C)C. Product: [Cl:27][C:23]1[C:22]([F:28])=[C:21]([C@@H:20]2[C@:19]([C:31]3[CH:36]=[CH:35][C:34]([Cl:37])=[CH:33][C:32]=3[F:38])([C:29]#[N:30])[C@H:18]([CH2:39][C:40]([CH3:43])([CH3:42])[CH3:41])[NH:17][C@H:16]2[C:14]([NH:13][C:10]2[CH:9]=[CH:8][C:7]([C:6]([OH:44])=[O:5])=[CH:12][CH:11]=2)=[O:15])[CH:26]=[CH:25][CH:24]=1. The catalyst class is: 137. (2) Reactant: [CH2:1]([N:8]1[C:17]([C:18]([OH:20])=[O:19])=[C:16]([C:21]2[CH:26]=[CH:25][CH:24]=[CH:23][CH:22]=2)[C:15]2[C:10](=[CH:11][CH:12]=[C:13]([Br:27])[CH:14]=2)[C:9]1=[O:28])[C:2]1[CH:7]=[CH:6][CH:5]=[CH:4][CH:3]=1.C(=O)([O-])[O-].[K+].[K+].[CH2:35](Br)[C:36]1[CH:41]=[CH:40][CH:39]=[CH:38][CH:37]=1.CN(C=O)C. Product: [CH2:35]([O:19][C:18]([C:17]1[N:8]([CH2:1][C:2]2[CH:3]=[CH:4][CH:5]=[CH:6][CH:7]=2)[C:9](=[O:28])[C:10]2[C:15]([C:16]=1[C:21]1[CH:22]=[CH:23][CH:24]=[CH:25][CH:26]=1)=[CH:14][C:13]([Br:27])=[CH:12][CH:11]=2)=[O:20])[C:36]1[CH:41]=[CH:40][CH:39]=[CH:38][CH:37]=1. The catalyst class is: 6. (3) Reactant: Cl.[N+:2]([C:5]1[CH:10]=[CH:9][C:8]([C:11]2[N:12]=[C:13]([CH:16]3[CH2:21][CH2:20][NH:19][CH2:18][CH2:17]3)[S:14][CH:15]=2)=[CH:7][CH:6]=1)([O-:4])=[O:3].C(N(CC)CC)C.Cl[CH2:30][C:31]([O:33][CH2:34][CH3:35])=[O:32].C(OCC)(=O)C. Product: [N+:2]([C:5]1[CH:6]=[CH:7][C:8]([C:11]2[N:12]=[C:13]([CH:16]3[CH2:21][CH2:20][N:19]([CH2:30][C:31]([O:33][CH2:34][CH3:35])=[O:32])[CH2:18][CH2:17]3)[S:14][CH:15]=2)=[CH:9][CH:10]=1)([O-:4])=[O:3]. The catalyst class is: 11. (4) Reactant: FC(F)(F)S(O[C:7]1[CH2:8][CH2:9][N:10]([C:13]([O:15][C:16]([CH3:19])([CH3:18])[CH3:17])=[O:14])[CH2:11][CH:12]=1)(=O)=O.[CH3:22][C:23]1[CH:32]=[C:31](B2OC(C)(C)C(C)(C)O2)[CH:30]=[CH:29][C:24]=1[C:25]([O:27][CH3:28])=[O:26].C(=O)([O-])[O-].[Na+].[Na+]. Product: [C:16]([O:15][C:13]([N:10]1[CH2:11][CH:12]=[C:7]([C:31]2[CH:30]=[CH:29][C:24]([C:25]([O:27][CH3:28])=[O:26])=[C:23]([CH3:22])[CH:32]=2)[CH2:8][CH2:9]1)=[O:14])([CH3:19])([CH3:18])[CH3:17]. The catalyst class is: 745. (5) Reactant: O[C@H:2]([CH2:9][CH2:10][NH2:11])[CH2:3][C@@H:4]([C:6]([OH:8])=[O:7])[NH2:5].[ClH:12]. Product: [ClH:12].[ClH:12].[NH2:5][C@H:4]1[CH2:3][C@@H:2]([CH2:9][CH2:10][NH2:11])[O:7][C:6]1=[O:8]. The catalyst class is: 6. (6) Reactant: [CH3:1][CH:2]([N:4]1[C:12](/[CH:13]=[CH:14]/[CH:15]([OH:23])[CH2:16][CH:17]([OH:22])[CH2:18][C:19]([O-:21])=[O:20])=[C:11]([C:24]2[CH:25]=[CH:26][C:27]([F:30])=[CH:28][CH:29]=2)[C:10]2[CH:9]=[CH:8][CH:7]=[CH:6][C:5]1=2)[CH3:3].[Na+].C(O)[C@H]1O[C@@H]2O[C@H]3[C@H](O)[C@@H](O)[C@@H](O[C@H]4[C@H](O)[C@@H](O)[C@@H](O[C@H]5[C@H](O)[C@@H](O)[C@@H](O[C@H]6[C@H](O)[C@@H](O)[C@@H](O[C@H]7[C@H](O)[C@@H](O)[C@@H](O[C@H]8[C@H](O)[C@@H](O)[C@@H](O[C@H]1[C@H](O)[C@H]2O)O[C@@H]8CO)O[C@@H]7CO)O[C@@H]6CO)O[C@@H]5CO)O[C@@H]4CO)O[C@@H]3CO. Product: [CH3:3][CH:2]([N:4]1[C:12](/[CH:13]=[CH:14]/[CH:15]([OH:23])[CH2:16][CH:17]([OH:22])[CH2:18][C:19]([OH:21])=[O:20])=[C:11]([C:24]2[CH:29]=[CH:28][C:27]([F:30])=[CH:26][CH:25]=2)[C:10]2[CH:9]=[CH:8][CH:7]=[CH:6][C:5]1=2)[CH3:1]. The catalyst class is: 6. (7) Reactant: [NH2:1][C:2]1[C:11]2[N:12]=[C:13]([CH2:32][CH2:33][O:34][CH3:35])[N:14]([CH2:15][CH2:16][CH2:17][NH:18][CH2:19][C:20]3[CH:21]=[C:22]([CH:29]=[CH:30][CH:31]=3)[O:23][CH2:24][C:25]([O:27][CH3:28])=[O:26])[C:10]=2[C:9]2[CH:8]=[CH:7][CH:6]=[CH:5][C:4]=2[N:3]=1.Cl. Product: [NH2:1][C:2]1[C:11]2[N:12]=[C:13]([CH2:32][CH2:33][O:34][CH3:35])[N:14]([CH2:15][CH2:16][CH2:17][NH:18][CH2:19][C:20]3[CH:21]=[C:22]([CH:29]=[CH:30][CH:31]=3)[O:23][CH2:24][C:25]([O:27][CH:28]3[CH2:8][CH2:9][CH2:4][CH2:5]3)=[O:26])[C:10]=2[C:9]2[CH:8]=[CH:7][CH:6]=[CH:5][C:4]=2[N:3]=1. The catalyst class is: 273. (8) Reactant: [CH3:1][O:2][C:3](=[O:23])[CH:4]([O:12][C:13]1[N:18]=[C:17]([O:19][CH3:20])[CH:16]=[C:15]([O:21][CH3:22])[N:14]=1)[CH2:5][C:6]1[CH:11]=[CH:10][CH:9]=[CH:8]C=1.[CH3:24]S(C1N=C(OC)C=C(OC)N=1)(=O)=O.C([O-])([O-])=O.[K+].[K+].O. Product: [CH3:1][O:2][C:3](=[O:23])[C:4]([O:12][C:13]1[N:14]=[C:15]([O:21][CH3:22])[CH:16]=[C:17]([O:19][CH3:20])[N:18]=1)([C:5]1[CH:6]=[CH:11][CH:10]=[CH:9][CH:8]=1)[CH3:24]. The catalyst class is: 3.